The task is: Predict the reactants needed to synthesize the given product.. This data is from Full USPTO retrosynthesis dataset with 1.9M reactions from patents (1976-2016). (1) The reactants are: Cl.[CH3:2]N(C(ON1N=NC2C=CC=NC1=2)=[N+](C)C)C.F[P-](F)(F)(F)(F)F.CCN(C(C)C)C(C)C.CNC1N=C(C2NC3C(C=2)=CC(C(N[CH:55]([CH2:59][N:60]([C:67]2[CH:72]=[CH:71][CH:70]=[CH:69][CH:68]=2)[C:61]2[CH:66]=[CH:65][CH:64]=[CH:63][N:62]=2)[C:56]([OH:58])=[O:57])=O)=CC=3)C=CN=1. Given the product [C:67]1([N:60]([C:61]2[CH:66]=[CH:65][CH:64]=[CH:63][N:62]=2)[CH2:59][CH2:55][C:56]([O:58][CH3:2])=[O:57])[CH:72]=[CH:71][CH:70]=[CH:69][CH:68]=1, predict the reactants needed to synthesize it. (2) Given the product [Br:1][C:2]1[CH:3]=[C:4]([N:8]2[C:12]3=[N:13][CH:14]=[C:15]([N:17]4[CH2:18][CH2:19][O:20][CH2:21][CH2:22]4)[CH:16]=[C:11]3[C:10]([C:23]([NH2:29])=[O:25])=[N:9]2)[CH:5]=[CH:6][CH:7]=1, predict the reactants needed to synthesize it. The reactants are: [Br:1][C:2]1[CH:3]=[C:4]([N:8]2[C:12]3=[N:13][CH:14]=[C:15]([N:17]4[CH2:22][CH2:21][O:20][CH2:19][CH2:18]4)[CH:16]=[C:11]3[C:10]([C:23]([O:25]C)=O)=[N:9]2)[CH:5]=[CH:6][CH:7]=1.C([NH2:29])=O. (3) Given the product [CH3:15][O:16][C:17](=[O:30])[CH2:18][N:19]1[C:27]2[C:22](=[CH:23][C:24]([F:28])=[CH:25][CH:26]=2)[C:21]([CH2:42][C:41]2[CH:44]=[CH:45][CH:46]=[CH:47][C:40]=2[S:37]([C:31]2[CH:36]=[CH:35][CH:34]=[CH:33][CH:32]=2)(=[O:39])=[O:38])=[C:20]1[CH3:29], predict the reactants needed to synthesize it. The reactants are: C([SiH](CC)CC)C.FC(F)(F)C(O)=O.[CH3:15][O:16][C:17](=[O:30])[CH2:18][N:19]1[C:27]2[C:22](=[CH:23][C:24]([F:28])=[CH:25][CH:26]=2)[CH:21]=[C:20]1[CH3:29].[C:31]1([S:37]([C:40]2[CH:47]=[CH:46][CH:45]=[CH:44][C:41]=2[CH:42]=O)(=[O:39])=[O:38])[CH:36]=[CH:35][CH:34]=[CH:33][CH:32]=1. (4) Given the product [Cl:1][C:2]1[CH:9]=[C:8]([N:10]([CH2:16][C:17]2[CH:22]=[CH:21][CH:20]=[CH:19][C:18]=2[Cl:23])[C@H:11]2[CH2:15][CH2:14][N:13]([CH:25]([CH3:26])[CH3:24])[CH2:12]2)[CH:7]=[CH:6][C:3]=1[C:4]#[N:5], predict the reactants needed to synthesize it. The reactants are: [Cl:1][C:2]1[CH:9]=[C:8]([N:10]([CH2:16][C:17]2[CH:22]=[CH:21][CH:20]=[CH:19][C:18]=2[Cl:23])[C@H:11]2[CH2:15][CH2:14][NH:13][CH2:12]2)[CH:7]=[CH:6][C:3]=1[C:4]#[N:5].[CH3:24][C:25](C)(O)[C:26]#N.[BH4-].[Na+]. (5) Given the product [CH2:20]([C:16]1[CH:15]=[C:14]([CH:19]=[CH:18][CH:17]=1)[C:13]([NH:12][C:9]1[CH:8]=[CH:7][C:6]([C@@H:4]2[CH2:5][C@H:3]2[NH:2][CH2:28][C:29]2[CH:34]=[CH:33][CH:32]=[CH:31][CH:30]=2)=[CH:11][CH:10]=1)=[O:27])[C:21]1[CH:26]=[CH:25][CH:24]=[CH:23][CH:22]=1, predict the reactants needed to synthesize it. The reactants are: Cl.[NH2:2][C@@H:3]1[CH2:5][C@H:4]1[C:6]1[CH:11]=[CH:10][C:9]([NH:12][C:13](=[O:27])[C:14]2[CH:19]=[CH:18][CH:17]=[C:16]([CH2:20][C:21]3[CH:26]=[CH:25][CH:24]=[CH:23][CH:22]=3)[CH:15]=2)=[CH:8][CH:7]=1.[CH:28](=O)[C:29]1[CH:34]=[CH:33][CH:32]=[CH:31][CH:30]=1.C(=O)([O-])O.[Na+].[BH4-].[Na+]. (6) Given the product [N:26]1([C:19]([C:18]([NH:17][C:15]([C:7]2[CH:6]=[CH:5][C:4]([CH:1]3[CH2:3][CH2:2]3)=[C:9]([O:10][CH2:11][CH:12]3[CH2:13][CH2:14]3)[N:8]=2)=[O:16])([CH2:22][CH3:23])[CH2:24][CH3:25])=[O:20])[CH2:29][CH2:28][CH2:27]1, predict the reactants needed to synthesize it. The reactants are: [CH:1]1([C:4]2[CH:5]=[CH:6][C:7]([C:15]([NH:17][C:18]([CH2:24][CH3:25])([CH2:22][CH3:23])[C:19](O)=[O:20])=[O:16])=[N:8][C:9]=2[O:10][CH2:11][CH:12]2[CH2:14][CH2:13]2)[CH2:3][CH2:2]1.[NH:26]1[CH2:29][CH2:28][CH2:27]1.